Dataset: CYP1A2 inhibition data for predicting drug metabolism from PubChem BioAssay. Task: Regression/Classification. Given a drug SMILES string, predict its absorption, distribution, metabolism, or excretion properties. Task type varies by dataset: regression for continuous measurements (e.g., permeability, clearance, half-life) or binary classification for categorical outcomes (e.g., BBB penetration, CYP inhibition). Dataset: cyp1a2_veith. (1) The molecule is O=C(c1cnccn1)N1CCC2(CC1)CN(Cc1nccs1)C2. The result is 0 (non-inhibitor). (2) The result is 0 (non-inhibitor). The compound is Cc1cc(NC(=O)C2C3C(=O)N(Cc4ccc(Cl)cc4)C(C(=O)NC(C)(C)C)C34C=CC2(C)O4)no1. (3) The molecule is Oc1c([C@H](Nc2ccccn2)c2ccccc2)ccc2cccnc12. The result is 0 (non-inhibitor). (4) The compound is N#Cc1cccc(-c2nc3cnc(N4CCOCC4)nc3n(C3CC3)c2=O)c1. The result is 1 (inhibitor). (5) The drug is Cc1ccccc1-c1cc(Nc2ccccc2)ncn1. The result is 1 (inhibitor). (6) The compound is CCc1ccc2c(c1)c(N=NC1=NC(=O)CS1)c(O)n2CC. The result is 1 (inhibitor). (7) The compound is O=P(c1ccccc1)(c1ccccc1)N1CC2(CC2)CC(O)(c2ccccc2)C1. The result is 0 (non-inhibitor). (8) The drug is CCCC/C=C/C(NC(=O)c1ccccc1)c1ccccc1. The result is 1 (inhibitor).